Dataset: Reaction yield outcomes from USPTO patents with 853,638 reactions. Task: Predict the reaction yield, written as a fraction of the theoretical maximum amount of product (1.0 means a 100% yield; for example, 0.34 means a 34% yield). (1) The reactants are Cl[CH2:2][C:3]1[CH:12]=[CH:11][C:10]2[C:5](=[CH:6][CH:7]=[CH:8][CH:9]=2)[N:4]=1.[CH3:13][C:14]1([CH3:28])[C:18]([CH3:20])([CH3:19])[O:17][B:16]([C:21]2[CH:26]=[CH:25][C:24]([OH:27])=[CH:23][CH:22]=2)[O:15]1. No catalyst specified. The product is [CH3:19][C:18]1([CH3:20])[C:14]([CH3:13])([CH3:28])[O:15][B:16]([C:21]2[CH:26]=[CH:25][C:24]([O:27][CH2:2][C:3]3[CH:12]=[CH:11][C:10]4[C:5](=[CH:6][CH:7]=[CH:8][CH:9]=4)[N:4]=3)=[CH:23][CH:22]=2)[O:17]1. The yield is 0.900. (2) The reactants are CCN=C=NCCCN(C)C.CN(C=O)C.[C:17]1([N:23]2[C:31]3[C:26](=[CH:27][CH:28]=[CH:29][CH:30]=3)[CH:25]=[C:24]2[C:32](O)=[O:33])[CH:22]=[CH:21][CH:20]=[CH:19][CH:18]=1.[NH2:35][C@H:36]([C:40]([NH:42][CH:43]([CH:52]([OH:55])[CH2:53][F:54])[CH2:44][C:45]([O:47][C:48]([CH3:51])([CH3:50])[CH3:49])=[O:46])=[O:41])[CH:37]([CH3:39])[CH3:38]. The catalyst is CN(C1C=CN=CC=1)C.C(Cl)Cl. The product is [C:17]1([N:23]2[C:31]3[C:26](=[CH:27][CH:28]=[CH:29][CH:30]=3)[CH:25]=[C:24]2[C:32]([NH:35][C@H:36]([C:40]([NH:42][CH:43]([CH:52]([OH:55])[CH2:53][F:54])[CH2:44][C:45]([O:47][C:48]([CH3:49])([CH3:50])[CH3:51])=[O:46])=[O:41])[CH:37]([CH3:38])[CH3:39])=[O:33])[CH:22]=[CH:21][CH:20]=[CH:19][CH:18]=1. The yield is 0.780. (3) The reactants are [C:1]([O:9][C:10]1[C:11]([O:13][C@@H:14]([CH3:26])[C@H:15]([O:17][C:18](=[O:25])[C:19]2[CH:24]=[CH:23][CH:22]=[CH:21][CH:20]=2)[CH:16]=1)=[O:12])(=[O:8])[C:2]1[CH:7]=[CH:6][CH:5]=[CH:4][CH:3]=1.[H][H]. The catalyst is CCOC(C)=O.[Pd]. The product is [C:1]([O:9][C@@H:10]1[CH2:16][C@@H:15]([O:17][C:18](=[O:25])[C:19]2[CH:20]=[CH:21][CH:22]=[CH:23][CH:24]=2)[C@H:14]([CH3:26])[O:13][C:11]1=[O:12])(=[O:8])[C:2]1[CH:7]=[CH:6][CH:5]=[CH:4][CH:3]=1. The yield is 0.850. (4) The reactants are [CH2:1]([O:8][C:9]([N:11]1[CH2:16][CH2:15][CH:14]([CH:17]([C:23]([O:25][C:26]([CH3:29])([CH3:28])[CH3:27])=[O:24])[CH2:18][S:19](Cl)(=[O:21])=[O:20])[CH2:13][CH2:12]1)=[O:10])[C:2]1[CH:7]=[CH:6][CH:5]=[CH:4][CH:3]=1.[Cl:30][C:31]([Cl:57])([Cl:56])[CH2:32][O:33][C:34]([N:36]1[C:48]2[CH2:47][N:46](C(OC(C)(C)C)=O)[CH2:45][CH2:44][C:43]=2[C:42]2[C:37]1=[CH:38][CH:39]=[CH:40][CH:41]=2)=[O:35]. The catalyst is CCCCCCC.C(OCC)(=O)C. The product is [Cl:57][C:31]([Cl:30])([Cl:56])[CH2:32][O:33][C:34]([N:36]1[C:48]2[CH2:47][N:46]([S:19]([CH2:18][CH:17]([CH:14]3[CH2:15][CH2:16][N:11]([C:9]([O:8][CH2:1][C:2]4[CH:7]=[CH:6][CH:5]=[CH:4][CH:3]=4)=[O:10])[CH2:12][CH2:13]3)[C:23]([O:25][C:26]([CH3:29])([CH3:28])[CH3:27])=[O:24])(=[O:21])=[O:20])[CH2:45][CH2:44][C:43]=2[C:42]2[C:37]1=[CH:38][CH:39]=[CH:40][CH:41]=2)=[O:35]. The yield is 0.610. (5) The reactants are Br[C:2]1[CH:3]=[C:4]([N:22]([CH:28]2[CH2:33][CH2:32][O:31][CH2:30][CH2:29]2)[CH2:23][C:24]([F:27])([F:26])[F:25])[C:5]([CH3:21])=[C:6]([CH:20]=1)[C:7]([NH:9][CH2:10][C:11]1[C:12](=[O:19])[NH:13][C:14]([CH3:18])=[CH:15][C:16]=1[CH3:17])=[O:8].CC1(C)C(C)(C)OB([C:42]2[CH:54]=[CH:53][C:45]([CH2:46][N:47]3[CH2:52][CH2:51][O:50][CH2:49][CH2:48]3)=[CH:44][CH:43]=2)O1.C([O-])([O-])=O.[Na+].[Na+]. The catalyst is O1CCOCC1.O.[Pd].C1(P(C2C=CC=CC=2)C2C=CC=CC=2)C=CC=CC=1. The product is [CH3:17][C:16]1[CH:15]=[C:14]([CH3:18])[NH:13][C:12](=[O:19])[C:11]=1[CH2:10][NH:9][C:7]([C:6]1[CH:20]=[C:2]([C:42]2[CH:43]=[CH:44][C:45]([CH2:46][N:47]3[CH2:52][CH2:51][O:50][CH2:49][CH2:48]3)=[CH:53][CH:54]=2)[CH:3]=[C:4]([N:22]([CH:28]2[CH2:33][CH2:32][O:31][CH2:30][CH2:29]2)[CH2:23][C:24]([F:27])([F:26])[F:25])[C:5]=1[CH3:21])=[O:8]. The yield is 0.820. (6) The reactants are [Cl:1][C:2]1[C:3]([C:9]2[CH:14]=[C:13]([C:15]#[N:16])[CH:12]=[C:11]([NH:17][CH2:18][C:19]3[CH:24]=[CH:23][CH:22]=[C:21]([F:25])[CH:20]=3)[N:10]=2)=[CH:4][C:5](F)=[N:6][CH:7]=1.CS(C)=O.[C@H:30]1([NH2:37])[CH2:35][CH2:34][C@H:33]([NH2:36])[CH2:32][CH2:31]1. The catalyst is CCOC(C)=O. The product is [NH2:36][C@H:33]1[CH2:34][CH2:35][C@H:30]([NH:37][C:5]2[CH:4]=[C:3]([C:9]3[CH:14]=[C:13]([C:15]#[N:16])[CH:12]=[C:11]([NH:17][CH2:18][C:19]4[CH:24]=[CH:23][CH:22]=[C:21]([F:25])[CH:20]=4)[N:10]=3)[C:2]([Cl:1])=[CH:7][N:6]=2)[CH2:31][CH2:32]1. The yield is 0.800.